Dataset: Reaction yield outcomes from USPTO patents with 853,638 reactions. Task: Predict the reaction yield, written as a fraction of the theoretical maximum amount of product (1.0 means a 100% yield; for example, 0.34 means a 34% yield). The reactants are [CH3:1][C:2]1[CH:11]=[CH:10][C:5]2[N:6]=[C:7]([NH2:9])[S:8][C:4]=2[CH:3]=1.Br[CH2:13][C:14](=O)[C:15]([O:17][CH2:18][CH3:19])=[O:16]. No catalyst specified. The product is [CH3:1][C:2]1[CH:11]=[CH:10][C:5]2[N:6]3[CH:13]=[C:14]([C:15]([O:17][CH2:18][CH3:19])=[O:16])[N:9]=[C:7]3[S:8][C:4]=2[CH:3]=1. The yield is 0.570.